Dataset: Forward reaction prediction with 1.9M reactions from USPTO patents (1976-2016). Task: Predict the product of the given reaction. (1) Given the reactants [CH3:1][O:2][C:3]1[CH:4]=[C:5]([CH2:12][OH:13])[CH:6]=[CH:7][C:8]=1[N+:9]([O-])=O, predict the reaction product. The product is: [NH2:9][C:8]1[CH:7]=[CH:6][C:5]([CH2:12][OH:13])=[CH:4][C:3]=1[O:2][CH3:1]. (2) Given the reactants [Cl:1][C:2]1[CH:33]=[CH:32][C:5]([CH2:6][CH:7]([CH2:12][C:13](=[O:31])[N:14]2[CH2:19][CH2:18][CH:17]([N:20]3[CH2:29][C:28]4[C:23](=[CH:24][CH:25]=[CH:26][CH:27]=4)[NH:22][C:21]3=[O:30])[CH2:16][CH2:15]2)[C:8]([O:10]C)=O)=[CH:4][C:3]=1[C:34]([F:37])([F:36])[F:35].ClC1C=CC(CC(CC(=O)N2CCC(N3CC4C(=CC=CC=4)NC3=O)CC2)C(O)=O)=CC=1C(F)(F)F.[CH3:74][N:75]1[CH2:80][CH2:79][CH:78]([CH:81]2[CH2:86][CH2:85][NH:84][CH2:83][CH2:82]2)[CH2:77][CH2:76]1, predict the reaction product. The product is: [Cl:1][C:2]1[CH:33]=[CH:32][C:5]([CH2:6][CH:7]([CH2:12][C:13]([N:14]2[CH2:19][CH2:18][CH:17]([N:20]3[CH2:29][C:28]4[C:23](=[CH:24][CH:25]=[CH:26][CH:27]=4)[NH:22][C:21]3=[O:30])[CH2:16][CH2:15]2)=[O:31])[C:8]([N:84]2[CH2:85][CH2:86][CH:81]([CH:78]3[CH2:77][CH2:76][N:75]([CH3:74])[CH2:80][CH2:79]3)[CH2:82][CH2:83]2)=[O:10])=[CH:4][C:3]=1[C:34]([F:36])([F:37])[F:35]. (3) Given the reactants [CH3:1][O-].[Na+].[F:4][CH2:5][CH2:6][O:7][CH2:8][CH2:9][O:10][CH2:11][CH2:12][O:13][C:14]1[CH:23]=[CH:22][C:21]2[C:16](=[CH:17][CH:18]=[C:19]([C:24]3[CH:29]=[CH:28][C:27]([NH2:30])=[CH:26][CH:25]=3)[CH:20]=2)[N:15]=1.C=O.[BH4-].[Na+], predict the reaction product. The product is: [F:4][CH2:5][CH2:6][O:7][CH2:8][CH2:9][O:10][CH2:11][CH2:12][O:13][C:14]1[CH:23]=[CH:22][C:21]2[C:16](=[CH:17][CH:18]=[C:19]([C:24]3[CH:29]=[CH:28][C:27]([NH:30][CH3:1])=[CH:26][CH:25]=3)[CH:20]=2)[N:15]=1. (4) Given the reactants [F:1][C:2]1[CH:7]=[CH:6][C:5]([CH:8]=[CH:9][C:10]2[CH:17]=[CH:16][C:15]([F:18])=[CH:14][C:11]=2[C:12]#[N:13])=[CH:4][CH:3]=1, predict the reaction product. The product is: [F:1][C:2]1[CH:7]=[CH:6][C:5]([CH2:8][CH2:9][C:10]2[CH:17]=[CH:16][C:15]([F:18])=[CH:14][C:11]=2[C:12]#[N:13])=[CH:4][CH:3]=1. (5) Given the reactants [CH3:1][CH:2]([C:4]1[N:8]=[C:7]([N:9]2[CH2:14][CH2:13][CH:12]([CH2:15][OH:16])[CH2:11][CH2:10]2)[O:6][N:5]=1)[CH3:3].[Br:17][C:18]1[CH:23]=[CH:22][C:21](O)=[CH:20][CH:19]=1.C1C=CC(P(C2C=CC=CC=2)C2C=CC=CC=2)=CC=1.N(C(OC(C)C)=O)=NC(OC(C)C)=O, predict the reaction product. The product is: [Br:17][C:18]1[CH:23]=[CH:22][C:21]([O:16][CH2:15][CH:12]2[CH2:13][CH2:14][N:9]([C:7]3[O:6][N:5]=[C:4]([CH:2]([CH3:1])[CH3:3])[N:8]=3)[CH2:10][CH2:11]2)=[CH:20][CH:19]=1.